This data is from Reaction yield outcomes from USPTO patents with 853,638 reactions. The task is: Predict the reaction yield, written as a fraction of the theoretical maximum amount of product (1.0 means a 100% yield; for example, 0.34 means a 34% yield). The reactants are [C:1](O)(=[O:4])[CH:2]=[CH2:3].O=C1N(P(Cl)(N2CCOC2=O)=O)CCO1.C(N(CC)C(C)C)(C)C.[NH2:30][C:31]1[CH:32]=[C:33]([CH:55]=[CH:56][CH:57]=1)[O:34][C:35]1[N:40]=[CH:39][N:38]=[C:37]([NH2:41])[C:36]=1[C:42]1[CH:47]=[CH:46][C:45]([O:48][C:49]2[CH:54]=[CH:53][CH:52]=[CH:51][CH:50]=2)=[CH:44][CH:43]=1. The product is [NH2:41][C:37]1[N:38]=[CH:39][N:40]=[C:35]([O:34][C:33]2[CH:32]=[C:31]([NH:30][C:1](=[O:4])[CH:2]=[CH2:3])[CH:57]=[CH:56][CH:55]=2)[C:36]=1[C:42]1[CH:43]=[CH:44][C:45]([O:48][C:49]2[CH:54]=[CH:53][CH:52]=[CH:51][CH:50]=2)=[CH:46][CH:47]=1. The yield is 0.250. The catalyst is O1CCOCC1.